This data is from Peptide-MHC class II binding affinity with 134,281 pairs from IEDB. The task is: Regression. Given a peptide amino acid sequence and an MHC pseudo amino acid sequence, predict their binding affinity value. This is MHC class II binding data. The peptide sequence is ISATPEWATPFPHRK. The MHC is DRB1_0901 with pseudo-sequence DRB1_0901. The binding affinity (normalized) is 0.136.